From a dataset of Reaction yield outcomes from USPTO patents with 853,638 reactions. Predict the reaction yield, written as a fraction of the theoretical maximum amount of product (1.0 means a 100% yield; for example, 0.34 means a 34% yield). (1) The reactants are [Br:1][C:2]1[CH:29]=[CH:28][C:5]2[C:6]3[N:7]([CH:11]=[C:12]([C:14]([N:16]=[C:17](SC)[NH:18]C(OC(C)(C)C)=O)=O)[N:13]=3)[CH2:8][CH2:9][O:10][C:4]=2[CH:3]=1.Cl.[CH:31]([NH:34][NH2:35])([CH3:33])[CH3:32].CCN(C(C)C)C(C)C. The catalyst is CN(C=O)C. The product is [Br:1][C:2]1[CH:29]=[CH:28][C:5]2[C:6]3[N:7]([CH:11]=[C:12]([C:14]4[N:34]([CH:31]([CH3:33])[CH3:32])[N:35]=[C:17]([NH2:18])[N:16]=4)[N:13]=3)[CH2:8][CH2:9][O:10][C:4]=2[CH:3]=1. The yield is 0.490. (2) The reactants are [CH:1]([N:4]1[CH:8]=[CH:7][C:6]([CH2:9][OH:10])=[N:5]1)([CH3:3])[CH3:2].CC(OI1(OC(C)=O)(OC(C)=O)OC(=O)C2C=CC=CC1=2)=O. The catalyst is C(Cl)Cl. The product is [CH:1]([N:4]1[CH:8]=[CH:7][C:6]([CH:9]=[O:10])=[N:5]1)([CH3:3])[CH3:2]. The yield is 0.610. (3) The reactants are [CH:1]([C:4]1[CH:9]=[CH:8][CH:7]=[C:6]([CH:10]([CH3:12])[CH3:11])[C:5]=1[OH:13])([CH3:3])[CH3:2].[OH-].[Na+].Br[CH2:17][Cl:18]. The catalyst is C1COCC1. The product is [Cl:18][CH2:17][O:13][C:5]1[C:4]([CH:1]([CH3:3])[CH3:2])=[CH:9][CH:8]=[CH:7][C:6]=1[CH:10]([CH3:12])[CH3:11]. The yield is 0.850. (4) The reactants are [N+:1]([C:4]1[CH:5]=[C:6]([CH:9]=[CH:10][CH:11]=1)[CH:7]=[O:8])([O-:3])=[O:2].[CH3:12][C:13](=[N:17]O)[C:14](=O)[CH3:15].[ClH:19].C(OCC)(=O)C. No catalyst specified. The product is [Cl:19][CH2:12][C:13]1[N:17]=[C:7]([C:6]2[CH:9]=[CH:10][CH:11]=[C:4]([N+:1]([O-:3])=[O:2])[CH:5]=2)[O:8][C:14]=1[CH3:15]. The yield is 0.0860. (5) The reactants are CN(C)[CH:3]=[C:4]1[C:9](=O)[C:8]([CH3:17])([C:11]2[CH:16]=[CH:15][CH:14]=[CH:13][CH:12]=2)[CH2:7][CH2:6][CH2:5]1.[N+]([O-])(O)=O.[N+]([O-])(O)=O.[CH3:27][O:28][C:29]1[CH:30]=[C:31]([NH:41][C:42]([NH2:44])=[NH:43])[CH:32]=[CH:33][C:34]=1[N:35]1[CH:39]=[C:38]([CH3:40])[N:37]=[CH:36]1.C(N(CC)CC)C. The catalyst is C(O)C.C(OCC)(=O)C. The product is [CH3:27][O:28][C:29]1[CH:30]=[C:31]([NH:41][C:42]2[N:44]=[CH:3][C:4]3[CH2:5][CH2:6][CH2:7][C:8]([CH3:17])([C:11]4[CH:12]=[CH:13][CH:14]=[CH:15][CH:16]=4)[C:9]=3[N:43]=2)[CH:32]=[CH:33][C:34]=1[N:35]1[CH:39]=[C:38]([CH3:40])[N:37]=[CH:36]1. The yield is 0.190. (6) The reactants are Cl[C:2]1[CH:3]=[CH:4][N:5]=[C:6]2[C:11]=1[N:10]=[C:9]([C:12]1[CH:13]=[C:14]([S:18]([NH:21][C:22]3[CH:27]=[CH:26][C:25]([F:28])=[CH:24][C:23]=3[F:29])(=[O:20])=[O:19])[CH:15]=[N:16][CH:17]=1)[CH:8]=[CH:7]2.C([Sn](CCCC)(CCCC)[C:35]1[O:36][CH:37]=[CH:38][CH:39]=1)CCC. The catalyst is O1CCOCC1.C1C=CC([P]([Pd]([P](C2C=CC=CC=2)(C2C=CC=CC=2)C2C=CC=CC=2)([P](C2C=CC=CC=2)(C2C=CC=CC=2)C2C=CC=CC=2)[P](C2C=CC=CC=2)(C2C=CC=CC=2)C2C=CC=CC=2)(C2C=CC=CC=2)C2C=CC=CC=2)=CC=1. The product is [F:29][C:23]1[CH:24]=[C:25]([F:28])[CH:26]=[CH:27][C:22]=1[NH:21][S:18]([C:14]1[CH:15]=[N:16][CH:17]=[C:12]([C:9]2[CH:8]=[CH:7][C:6]3[C:11](=[C:2]([C:35]4[O:36][CH:37]=[CH:38][CH:39]=4)[CH:3]=[CH:4][N:5]=3)[N:10]=2)[CH:13]=1)(=[O:20])=[O:19]. The yield is 0.620. (7) The reactants are FC(F)(F)S(O[C:7]1[C:28]2[C:23](=[CH:24][CH:25]=[CH:26][CH:27]=2)[C:10]2[O:11][CH2:12][CH:13]([C:14]3[CH:19]=[CH:18][C:17]([CH:20]([CH3:22])[CH3:21])=[CH:16][CH:15]=3)[C:9]=2[C:8]=1[CH3:29])(=O)=O.C1(P(C2C=CC=CC=2)CCCP(C2C=CC=CC=2)C2C=CC=CC=2)C=CC=CC=1.C(N(CCCC)CCCC)CCC.C(O)=O. The catalyst is C1(C)C=CC=CC=1.Cl[Pd](Cl)([P](C1C=CC=CC=1)(C1C=CC=CC=1)C1C=CC=CC=1)[P](C1C=CC=CC=1)(C1C=CC=CC=1)C1C=CC=CC=1.O. The product is [CH:20]([C:17]1[CH:18]=[CH:19][C:14]([CH:13]2[CH2:12][O:11][C:10]3[C:23]4[C:28]([CH:7]=[C:8]([CH3:29])[C:9]2=3)=[CH:27][CH:26]=[CH:25][CH:24]=4)=[CH:15][CH:16]=1)([CH3:22])[CH3:21]. The yield is 0.180.